Dataset: Catalyst prediction with 721,799 reactions and 888 catalyst types from USPTO. Task: Predict which catalyst facilitates the given reaction. (1) Reactant: [NH2:1][CH:2]([C:25]([O:27][CH3:28])=[O:26])[CH2:3][C:4]1[CH:24]=[CH:23][C:7]([O:8][C:9]2[CH:22]=[CH:21][C:12]([CH:13]=[C:14]3[S:18][C:17](=[O:19])[NH:16][C:15]3=[O:20])=[CH:11][CH:10]=2)=[CH:6][CH:5]=1. Product: [NH2:1][CH:2]([C:25]([O:27][CH3:28])=[O:26])[CH2:3][C:4]1[CH:24]=[CH:23][C:7]([O:8][C:9]2[CH:22]=[CH:21][C:12]([CH2:13][CH:14]3[S:18][C:17](=[O:19])[NH:16][C:15]3=[O:20])=[CH:11][CH:10]=2)=[CH:6][CH:5]=1. The catalyst class is: 5. (2) Product: [O:14]=[C:13]([N:15]1[CH2:16][CH2:17][N:18]([C:21](=[O:32])[C:22]2[CH:27]=[CH:26][CH:25]=[CH:24][C:23]=2[C:28]([F:31])([F:29])[F:30])[CH2:19][CH2:20]1)[CH2:12][NH:11][C:68]([C:65]1[CH:66]=[CH:67][C:62]([C:56]2[CH:57]=[C:58]([F:61])[CH:59]=[CH:60][C:55]=2[F:54])=[CH:63][CH:64]=1)=[O:69]. Reactant: CCN(C(C)C)C(C)C.Cl.[NH2:11][CH2:12][C:13]([N:15]1[CH2:20][CH2:19][N:18]([C:21](=[O:32])[C:22]2[CH:27]=[CH:26][CH:25]=[CH:24][C:23]=2[C:28]([F:31])([F:30])[F:29])[CH2:17][CH2:16]1)=[O:14].C1C=CC2N(O)N=NC=2C=1.CCN=C=NCCCN(C)C.[F:54][C:55]1[CH:60]=[CH:59][C:58]([F:61])=[CH:57][C:56]=1[C:62]1[CH:67]=[CH:66][C:65]([C:68](O)=[O:69])=[CH:64][CH:63]=1. The catalyst class is: 18. (3) Reactant: C[O:2][C:3](=O)[C:4]1[CH:13]=[C:12]([O:14][CH2:15][CH2:16][CH2:17][CH2:18][CH2:19][CH2:20][CH2:21][CH2:22][CH2:23][CH2:24][CH2:25][CH2:26][CH2:27][CH3:28])[CH:11]=[C:6]([C:7](OC)=[O:8])[CH:5]=1.[H-].[Al+3].[Li+].[H-].[H-].[H-]. Product: [CH2:15]([O:14][C:12]1[CH:11]=[C:6]([CH2:7][OH:8])[CH:5]=[C:4]([CH2:3][OH:2])[CH:13]=1)[CH2:16][CH2:17][CH2:18][CH2:19][CH2:20][CH2:21][CH2:22][CH2:23][CH2:24][CH2:25][CH2:26][CH2:27][CH3:28]. The catalyst class is: 28. (4) Reactant: [N:1]1[CH:6]=[CH:5][C:4]([CH2:7][OH:8])=[CH:3][CH:2]=1.F[C:10]1[CH:15]=[CH:14][C:13]([S:16]([N:19]([CH2:28][CH:29]([CH3:31])[CH3:30])[C:20]2[CH:25]=[CH:24][CH:23]=[C:22]([O:26][CH3:27])[N:21]=2)(=[O:18])=[O:17])=[CH:12][CH:11]=1.[H-].[Na+]. Product: [CH2:28]([N:19]([C:20]1[CH:25]=[CH:24][CH:23]=[C:22]([O:26][CH3:27])[N:21]=1)[S:16]([C:13]1[CH:14]=[CH:15][C:10]([O:8][CH2:7][C:4]2[CH:5]=[CH:6][N:1]=[CH:2][CH:3]=2)=[CH:11][CH:12]=1)(=[O:18])=[O:17])[CH:29]([CH3:31])[CH3:30]. The catalyst class is: 9. (5) Product: [Br:1][C:2]1[CH:3]=[CH:4][C:5]([C:8]2[CH:13]=[CH:12][C:11]([C:14]3([C:16]4[CH:17]=[CH:18][CH:19]=[CH:20][CH:21]=4)[O:25][CH2:24][C:23]([CH3:28])([CH3:26])[CH2:22][O:15]3)=[CH:10][CH:9]=2)=[CH:6][CH:7]=1. The catalyst class is: 11. Reactant: [Br:1][C:2]1[CH:7]=[CH:6][C:5]([C:8]2[CH:13]=[CH:12][C:11]([C:14]([C:16]3[CH:21]=[CH:20][CH:19]=[CH:18][CH:17]=3)=[O:15])=[CH:10][CH:9]=2)=[CH:4][CH:3]=1.[CH3:22][C:23]([CH3:28])([CH2:26]O)[CH2:24][OH:25].CC1C=CC(S(O)(=O)=O)=CC=1.